From a dataset of Catalyst prediction with 721,799 reactions and 888 catalyst types from USPTO. Predict which catalyst facilitates the given reaction. (1) Reactant: C([O:8][C:9]1[C:14]([Cl:15])=[CH:13][C:12]([C:16]([N:18]2[CH2:24][CH2:23][CH2:22][CH2:21][C:20]3[CH:25]=[CH:26][CH:27]=[CH:28][C:19]2=3)=[O:17])=[CH:11][C:10]=1[Cl:29])C1C=CC=CC=1. Product: [Cl:29][C:10]1[CH:11]=[C:12]([C:16]([N:18]2[CH2:24][CH2:23][CH2:22][CH2:21][C:20]3[CH:25]=[CH:26][CH:27]=[CH:28][C:19]2=3)=[O:17])[CH:13]=[C:14]([Cl:15])[C:9]=1[OH:8]. The catalyst class is: 457. (2) Reactant: [Cl:1][C:2]1[CH:7]=[CH:6][CH:5]=[CH:4][C:3]=1[C:8]1[S:12][C:11]([CH2:13]O)=[CH:10][CH:9]=1.C1(P(C2C=CC=CC=2)C2C=CC=CC=2)C=CC=CC=1.C(Br)(Br)(Br)[Br:35]. Product: [Br:35][CH2:13][C:11]1[S:12][C:8]([C:3]2[CH:4]=[CH:5][CH:6]=[CH:7][C:2]=2[Cl:1])=[CH:9][CH:10]=1. The catalyst class is: 1.